From a dataset of Reaction yield outcomes from USPTO patents with 853,638 reactions. Predict the reaction yield, written as a fraction of the theoretical maximum amount of product (1.0 means a 100% yield; for example, 0.34 means a 34% yield). (1) The reactants are [CH2:1]([N:3]([CH2:7][CH3:8])[CH2:4][CH2:5][NH2:6])[CH3:2].S=[C:10]1[CH2:14][S:13][C:12](=[O:15])[NH:11]1.[F:16][C:17]([F:41])([F:40])[C:18]1[CH:35]=[C:34]([C:36]([F:39])([F:38])[F:37])[CH:33]=[CH:32][C:19]=1[CH2:20][O:21][C:22]1[C:23]([O:30][CH3:31])=[C:24]([CH:27]=[CH:28][CH:29]=1)[CH:25]=O.CC(C)([O-])C.[K+].[Cl-].[NH4+]. The catalyst is C(O)C. The product is [F:16][C:17]([F:40])([F:41])[C:18]1[CH:35]=[C:34]([C:36]([F:39])([F:38])[F:37])[CH:33]=[CH:32][C:19]=1[CH2:20][O:21][C:22]1[C:23]([O:30][CH3:31])=[C:24](/[CH:25]=[C:14]2/[C:10]([NH:6][CH2:5][CH2:4][N:3]([CH2:7][CH3:8])[CH2:1][CH3:2])=[N:11][C:12](=[O:15])[S:13]/2)[CH:27]=[CH:28][CH:29]=1. The yield is 0.600. (2) The reactants are [CH2:1]([O:8][C@@H:9]1[C@@H:15]([O:16][CH2:17][C:18]2[CH:23]=[CH:22][CH:21]=[CH:20][CH:19]=2)[C@@H:14]([O:24][CH2:25][C:26]2[CH:31]=[CH:30][CH:29]=[CH:28][CH:27]=2)[C@@H:13]([CH2:32][O:33][CH2:34][C:35]2[CH:40]=[CH:39][CH:38]=[CH:37][CH:36]=2)[O:12][CH:10]1[OH:11])[C:2]1[CH:7]=[CH:6][CH:5]=[CH:4][CH:3]=1.[BH4-].[Na+]. The catalyst is C(O)C. The product is [CH2:1]([O:8][C@H:9]([C@H:15]([C@H:14]([C@@H:13]([CH2:32][O:33][CH2:34][C:35]1[CH:36]=[CH:37][CH:38]=[CH:39][CH:40]=1)[OH:12])[O:24][CH2:25][C:26]1[CH:27]=[CH:28][CH:29]=[CH:30][CH:31]=1)[O:16][CH2:17][C:18]1[CH:23]=[CH:22][CH:21]=[CH:20][CH:19]=1)[CH2:10][OH:11])[C:2]1[CH:3]=[CH:4][CH:5]=[CH:6][CH:7]=1. The yield is 0.910. (3) The reactants are Cl[C:2]1[C:7]([C:8]([F:11])([F:10])[F:9])=[CH:6][N:5]=[C:4]([NH:12][C:13]2[CH:18]=[CH:17][C:16]([P:19]([CH3:22])([CH3:21])=[O:20])=[CH:15][CH:14]=2)[N:3]=1.C(N(CC)CC)C.[NH2:30][CH2:31][CH2:32][C:33]1[CH:38]=[CH:37][C:36]([S:39]([NH2:42])(=[O:41])=[O:40])=[CH:35][CH:34]=1. The catalyst is C(O)C. The product is [CH3:21][P:19]([C:16]1[CH:17]=[CH:18][C:13]([NH:12][C:4]2[N:3]=[C:2]([NH:30][CH2:31][CH2:32][C:33]3[CH:34]=[CH:35][C:36]([S:39]([NH2:42])(=[O:40])=[O:41])=[CH:37][CH:38]=3)[C:7]([C:8]([F:11])([F:10])[F:9])=[CH:6][N:5]=2)=[CH:14][CH:15]=1)([CH3:22])=[O:20]. The yield is 0.490. (4) The reactants are [Cl:1][C:2]1[CH:10]=[C:9]([NH:11][C:12]2[N:22]=[C:21]3[C:15]([N:16]([CH3:29])[C:17](=[O:28])[CH2:18][CH2:19][N:20]3[CH:23]3[CH2:27][CH2:26][CH2:25][CH2:24]3)=[CH:14][N:13]=2)[C:8]([O:30][CH3:31])=[CH:7][C:3]=1[C:4]([OH:6])=O.Cl.Cl.[CH3:34][N:35]1[CH2:39][CH2:38][C@@H:37]([NH2:40])[CH2:36]1.CN(C(ON1N=NC2C=CC=NC1=2)=[N+](C)C)C.F[P-](F)(F)(F)(F)F.CCN(C(C)C)C(C)C. The catalyst is CN(C=O)C.CO. The product is [Cl:1][C:2]1[CH:10]=[C:9]([NH:11][C:12]2[N:22]=[C:21]3[C:15]([N:16]([CH3:29])[C:17](=[O:28])[CH2:18][CH2:19][N:20]3[CH:23]3[CH2:27][CH2:26][CH2:25][CH2:24]3)=[CH:14][N:13]=2)[C:8]([O:30][CH3:31])=[CH:7][C:3]=1[C:4]([NH:40][C@@H:37]1[CH2:38][CH2:39][N:35]([CH3:34])[CH2:36]1)=[O:6]. The yield is 0.640. (5) The reactants are [CH3:1][C:2]1[CH:7]=[CH:6][C:5]([N:8]=[C:9](Cl)[C:10]([F:13])([F:12])[F:11])=[CH:4][CH:3]=1.[N-:15]=[N+:16]=[N-:17].[Na+].Cl.C(N(CC)CC)C. The catalyst is C1(C)C=CC=CC=1. The product is [CH3:1][C:2]1[CH:7]=[CH:6][C:5]([N:8]2[C:9]([C:10]([F:13])([F:12])[F:11])=[N:17][N:16]=[N:15]2)=[CH:4][CH:3]=1. The yield is 0.973. (6) The reactants are [C:1]([N:4]1[CH2:9][CH2:8][CH:7]([C:10](Cl)=[O:11])[CH2:6][CH2:5]1)(=[O:3])[CH3:2].[CH2:13]([O:15]C#C)[CH3:14].[CH2:18](N(CC)CC)[CH3:19].CCOC(C)=O. The catalyst is C1COCC1.CO. The product is [C:1]([N:4]1[CH2:9][CH2:8][C:7]2([C:13](=[O:15])[CH:14]=[C:10]2[O:11][CH2:18][CH3:19])[CH2:6][CH2:5]1)(=[O:3])[CH3:2]. The yield is 0.670.